Dataset: Forward reaction prediction with 1.9M reactions from USPTO patents (1976-2016). Task: Predict the product of the given reaction. (1) Given the reactants FC(F)(F)C(O)=O.C(OC([N:15]1[C:44]2[C:39](=[CH:40][CH:41]=[C:42]([Cl:45])[CH:43]=2)[C:17]2([CH:22]([C:23]3[CH:28]=[CH:27][CH:26]=[C:25]([Cl:29])[CH:24]=3)[CH2:21][C:20](=[O:30])[N:19]([CH3:31])[CH:18]2[C:32]2[CH:37]=[CH:36][CH:35]=[CH:34][C:33]=2[CH3:38])[C:16]1=[O:46])=O)(C)(C)C, predict the reaction product. The product is: [Cl:45][C:42]1[CH:43]=[C:44]2[NH:15][C:16](=[O:46])[C:17]3([CH:22]([C:23]4[CH:28]=[CH:27][CH:26]=[C:25]([Cl:29])[CH:24]=4)[CH2:21][C:20](=[O:30])[N:19]([CH3:31])[CH:18]3[C:32]3[CH:37]=[CH:36][CH:35]=[CH:34][C:33]=3[CH3:38])[C:39]2=[CH:40][CH:41]=1. (2) Given the reactants [CH:1]1([C:7]2[C:12](=[O:13])[N:11]3[N:14]=[C:15]([C:17](O)=[O:18])[CH:16]=[C:10]3[NH:9][C:8]=2[C:20]2[O:21][CH:22]=[CH:23][CH:24]=2)[CH2:6][CH2:5][CH2:4][CH2:3][CH2:2]1.[CH:25]([N:28]([CH:31]([CH3:33])[CH3:32])CC)([CH3:27])[CH3:26].CN([C:37]1[CH:42]=[CH:41]C=CN=1)C.Cl.[CH3:44][O:45][C:46](=[O:59])[C@H:47](CC1C2C(=CC=CC=2)NC=1)[NH2:48], predict the reaction product. The product is: [CH3:44][O:45][C:46](=[O:59])[CH:47]([NH:48][C:17]([C:15]1[CH:16]=[C:10]2[NH:9][C:8]([C:20]3[O:21][CH:22]=[CH:23][CH:24]=3)=[C:7]([CH:1]3[CH2:6][CH2:5][CH2:4][CH2:3][CH2:2]3)[C:12](=[O:13])[N:11]2[N:14]=1)=[O:18])[CH2:33][C:31]1[NH:28][C:25]2[C:26]([CH:32]=1)=[CH:41][CH:42]=[CH:37][CH:27]=2. (3) Given the reactants [F:1][C:2]([F:35])([F:34])[C:3]1[CH:4]=[C:5]([C:13]([CH3:33])([CH3:32])[C:14]([N:16]([C:18]2[CH:19]=[N:20][C:21]([I:31])=[CH:22][C:23]=2[C:24]2[CH:29]=[CH:28][CH:27]=[CH:26][C:25]=2Cl)[CH3:17])=[O:15])[CH:6]=[C:7]([C:9]([F:12])([F:11])[F:10])[CH:8]=1.[F:36]C(F)(F)C1C=C(C(C)(C)C(N(C2C=NC(Cl)=CC=2C2C=CC(F)=CC=2)C)=O)C=C(C(F)(F)F)C=1, predict the reaction product. The product is: [F:1][C:2]([F:35])([F:34])[C:3]1[CH:4]=[C:5]([C:13]([CH3:33])([CH3:32])[C:14]([N:16]([C:18]2[CH:19]=[N:20][C:21]([I:31])=[CH:22][C:23]=2[C:24]2[CH:29]=[CH:28][C:27]([F:36])=[CH:26][CH:25]=2)[CH3:17])=[O:15])[CH:6]=[C:7]([C:9]([F:12])([F:11])[F:10])[CH:8]=1. (4) Given the reactants CCN(C(C)C)C(C)C.[O:10]([C:17]1[CH:25]=[CH:24][C:20]([C:21]([OH:23])=O)=[CH:19][CH:18]=1)[C:11]1[CH:16]=[CH:15][CH:14]=[CH:13][CH:12]=1.C1C=CC2N(O)N=NC=2C=1.CCN=C=NCCCN(C)C.Cl.Cl.[CH2:49]([O:51][C:52](=[O:55])[CH2:53][NH2:54])[CH3:50], predict the reaction product. The product is: [CH2:49]([O:51][C:52](=[O:55])[CH2:53][NH:54][C:21](=[O:23])[C:20]1[CH:19]=[CH:18][C:17]([O:10][C:11]2[CH:12]=[CH:13][CH:14]=[CH:15][CH:16]=2)=[CH:25][CH:24]=1)[CH3:50]. (5) Given the reactants Cl.[CH:2]1([CH2:5][O:6][C:7]2[CH:15]=[CH:14][C:10]3[O:11][CH2:12][O:13][C:9]=3[C:8]=2[C:16]2[C:17]3[NH:24][C:23]([CH3:25])=[C:22]([C:26]([NH:28][C@H:29]4[C@H:33]([OH:34])[CH2:32][NH:31][CH2:30]4)=[O:27])[C:18]=3[N:19]=[CH:20][N:21]=2)[CH2:4][CH2:3]1.[C:35](Cl)(=[O:38])[CH2:36][CH3:37], predict the reaction product. The product is: [CH:2]1([CH2:5][O:6][C:7]2[CH:15]=[CH:14][C:10]3[O:11][CH2:12][O:13][C:9]=3[C:8]=2[C:16]2[C:17]3[NH:24][C:23]([CH3:25])=[C:22]([C:26]([NH:28][C@H:29]4[C@H:33]([OH:34])[CH2:32][N:31]([C:35](=[O:38])[CH2:36][CH3:37])[CH2:30]4)=[O:27])[C:18]=3[N:19]=[CH:20][N:21]=2)[CH2:4][CH2:3]1.